Dataset: Catalyst prediction with 721,799 reactions and 888 catalyst types from USPTO. Task: Predict which catalyst facilitates the given reaction. (1) Reactant: [N+:1]([C:4]1[CH:9]=[CH:8][C:7](/[C:10](/[C:15]2[CH:20]=[CH:19][CH:18]=[CH:17][CH:16]=2)=[CH:11]/[C:12](O)=[O:13])=[CH:6][CH:5]=1)([O-:3])=[O:2].B.C1COCC1.Cl.CCOC(C)=O.CCCCCC. Product: [N+:1]([C:4]1[CH:5]=[CH:6][C:7](/[C:10](/[C:15]2[CH:16]=[CH:17][CH:18]=[CH:19][CH:20]=2)=[CH:11]/[CH2:12][OH:13])=[CH:8][CH:9]=1)([O-:3])=[O:2]. The catalyst class is: 25. (2) Reactant: CC1C=CC(S(O[CH2:12][C@H:13]2[CH2:17][CH2:16][C@@H:15]([NH:18][C:19]([O:21][C:22]([CH3:25])([CH3:24])[CH3:23])=[O:20])[CH2:14]2)(=O)=O)=CC=1.C(=O)([O-])[O-].[K+].[K+].[CH2:32]([CH:39]1[CH2:44][CH2:43][NH:42][CH2:41][CH2:40]1)[C:33]1[CH:38]=[CH:37][CH:36]=[CH:35][CH:34]=1. Product: [CH2:32]([CH:39]1[CH2:44][CH2:43][N:42]([CH2:12][C@H:13]2[CH2:17][CH2:16][C@@H:15]([NH:18][C:19](=[O:20])[O:21][C:22]([CH3:23])([CH3:24])[CH3:25])[CH2:14]2)[CH2:41][CH2:40]1)[C:33]1[CH:38]=[CH:37][CH:36]=[CH:35][CH:34]=1. The catalyst class is: 2. (3) Reactant: [Cl:1][C:2]1[C:3]2[CH:18]=[C:17]([OH:19])[C:16]([OH:20])=[CH:15][C:4]=2[S:5][C:6]=1[C:7]([N:9]1[CH2:14][CH2:13][O:12][CH2:11][CH2:10]1)=[O:8].[N+:21]([O-])([OH:23])=[O:22]. Product: [Cl:1][C:2]1[C:3]2[CH:18]=[C:17]([OH:19])[C:16]([OH:20])=[C:15]([N+:21]([O-:23])=[O:22])[C:4]=2[S:5][C:6]=1[C:7]([N:9]1[CH2:10][CH2:11][O:12][CH2:13][CH2:14]1)=[O:8]. The catalyst class is: 866. (4) Reactant: [CH2:1]([C:8]1[CH:13]=[N:12][CH:11]=[CH:10][N:9]=1)[C:2]1[CH:7]=[CH:6][CH:5]=[CH:4][CH:3]=1.[Br:14]N1C(C)(C)C(=O)N(Br)C1=O. Product: [Br:14][C:2]1([CH2:1][C:8]2[CH:13]=[N:12][CH:11]=[CH:10][N:9]=2)[CH:7]=[CH:6][CH:5]=[CH:4][CH2:3]1. The catalyst class is: 10.